Predict the reactants needed to synthesize the given product. From a dataset of Full USPTO retrosynthesis dataset with 1.9M reactions from patents (1976-2016). (1) Given the product [CH3:1][O:2][C:3]([C:5]1[CH:14]=[CH:13][C:12]2[C:7](=[CH:8][CH:9]=[C:10]([O:15][CH2:16][C@@H:17]3[CH2:18][O:19][C:23]([CH3:25])([CH3:24])[O:20]3)[CH:11]=2)[CH:6]=1)=[O:4], predict the reactants needed to synthesize it. The reactants are: [CH3:1][O:2][C:3]([C:5]1[CH:14]=[CH:13][C:12]2[C:7](=[CH:8][CH:9]=[C:10]([O:15][CH2:16][C@@H:17]([OH:20])[CH2:18][OH:19])[CH:11]=2)[CH:6]=1)=[O:4].CO[C:23](OC)([CH3:25])[CH3:24].C1(C)C=CC(S([O-])(=O)=O)=CC=1.[NH+]1C=CC=CC=1. (2) The reactants are: Br[C:2]1[CH:20]=[CH:19][C:5]2[N:6]=[C:7]([C@H:9]3[CH2:12][C@H:11]([N:13]4[CH2:17]CC[C@H:14]4[CH3:18])[CH2:10]3)[S:8][C:4]=2[CH:3]=1.[CH3:21][N:22]1[CH:26]=[CH:25][C:24](B2OC(C)(C)C(C)(C)O2)=[N:23]1.N1C=C(B(O)O)C=NC=1. Given the product [N:13]1([C@H:11]2[CH2:10][C@H:9]([C:7]3[S:8][C:4]4[CH:3]=[C:2]([C:25]5[CH:24]=[N:23][N:22]([CH3:21])[CH:26]=5)[CH:20]=[CH:19][C:5]=4[N:6]=3)[CH2:12]2)[CH2:14][CH2:18][CH2:17]1, predict the reactants needed to synthesize it. (3) The reactants are: CC(S[CH:7](S(C)=O)[CH3:8])S(C)=O.C([Li])CCC.[CH2:17]([O:19][C:20](=[O:38])[C:21](=[CH:27][C:28]1[CH:33]=[CH:32][C:31]([O:34][CH3:35])=[C:30]([O:36][CH3:37])[CH:29]=1)[C:22]([O:24][CH2:25][CH3:26])=[O:23])[CH3:18].[Cl-].[NH4+].[CH:41]([O-])([O-:45])[O:42][CH2:43][CH3:44].S(=O)(=O)(O)O.C(=O)(O)[O-].[Na+]. Given the product [CH2:25]([O:24][C:22](=[O:23])[CH:21]([C:20]([O:19][CH2:17][CH3:18])=[O:38])[CH:27]([C:28]1[CH:33]=[CH:32][C:31]([O:34][CH3:35])=[C:30]([O:36][CH3:37])[CH:29]=1)[CH:41]([O:45][CH2:7][CH3:8])[O:42][CH2:43][CH3:44])[CH3:26], predict the reactants needed to synthesize it. (4) Given the product [CH:1]([C:3]1[CH:4]=[CH:5][C:6]2[CH:10]=[C:9]([C:11]([OH:13])=[O:12])[S:8][C:7]=2[CH:15]=1)=[CH2:2], predict the reactants needed to synthesize it. The reactants are: [CH:1]([C:3]1[CH:4]=[CH:5][C:6]2[CH:10]=[C:9]([C:11]([O:13]C)=[O:12])[S:8][C:7]=2[CH:15]=1)=[CH2:2].O.[OH-].[Li+].Cl. (5) Given the product [N:16]([CH2:2][CH2:3][CH2:4][N:5]1[CH:13]=[N:12][C:11]2[C:6]1=[N:7][C:8]([NH2:15])=[N:9][C:10]=2[Cl:14])=[N+:17]=[N-:18], predict the reactants needed to synthesize it. The reactants are: Cl[CH2:2][CH2:3][CH2:4][N:5]1[CH:13]=[N:12][C:11]2[C:6]1=[N:7][C:8]([NH2:15])=[N:9][C:10]=2[Cl:14].[N-:16]=[N+:17]=[N-:18].[Na+].O. (6) Given the product [CH3:1][C:2]1[CH:3]=[C:4]([N:11]=[C:12]2[S:16][CH2:15][C:14]3([CH2:17][CH2:18][CH2:19][CH2:20]3)[N:13]2[CH:21]2[CH2:25][CH2:24][CH2:23][CH2:22]2)[CH:5]=[CH:6][C:7]=1[N+:8]([O-:10])=[O:9], predict the reactants needed to synthesize it. The reactants are: [CH3:1][C:2]1[CH:3]=[C:4]([N:11]=[C:12]2[S:16][CH2:15][C:14]3([CH2:20][CH2:19][CH2:18][CH2:17]3)[NH:13]2)[CH:5]=[CH:6][C:7]=1[N+:8]([O-:10])=[O:9].[CH:21]1(Br)[CH2:25][CH2:24][CH2:23][CH2:22]1. (7) Given the product [Cl:16][C:17]1[C:18]([C:25]([OH:27])=[O:26])=[N:19][N:20]([CH:22]([CH3:23])[CH3:24])[CH:21]=1, predict the reactants needed to synthesize it. The reactants are: FC(F)(F)COC1C(C(N)=O)=NC=CC=1.[Cl:16][C:17]1[C:18]([C:25]([O:27]C)=[O:26])=[N:19][N:20]([CH:22]([CH3:24])[CH3:23])[CH:21]=1. (8) Given the product [NH2:1][C@H:2]1[CH2:7][CH2:6][CH2:5][CH2:4][C@H:3]1[NH:8][C:9]1[N:14]=[C:13]([NH:15][C:38]2[CH:40]=[CH:41][CH:42]=[C:36]([C:35]3[N:31]([CH3:30])[N:32]=[N:33][N:34]=3)[CH:37]=2)[C:12]([C:27]([NH2:29])=[O:28])=[CH:11][N:10]=1, predict the reactants needed to synthesize it. The reactants are: [NH2:1][C@H:2]1[CH2:7][CH2:6][CH2:5][CH2:4][C@H:3]1[NH:8][C:9]1[N:14]=[C:13]([NH:15]C2C=CC(C3ON=CC=3)=CC=2)[C:12]([C:27]([NH2:29])=[O:28])=[CH:11][N:10]=1.[CH3:30][N:31]1[C:35]([C:36]2[CH:37]=[C:38]([CH:40]=[CH:41][CH:42]=2)N)=[N:34][N:33]=[N:32]1. (9) Given the product [CH3:13][C:12]1[CH:11]=[C:10]([C:14]2[O:15][C:16]3[N:17]=[C:18]([S:27][CH3:28])[N:19]=[C:20]([O:23][CH2:24][CH2:25][CH3:26])[C:21]=3[N:22]=2)[CH:9]=[C:8]([CH3:29])[C:7]=1[OH:6], predict the reactants needed to synthesize it. The reactants are: B(Br)(Br)Br.C[O:6][C:7]1[C:12]([CH3:13])=[CH:11][C:10]([C:14]2[O:15][C:16]3[N:17]=[C:18]([S:27][CH3:28])[N:19]=[C:20]([O:23][CH2:24][CH2:25][CH3:26])[C:21]=3[N:22]=2)=[CH:9][C:8]=1[CH3:29]. (10) Given the product [OH:21][C:18]1[CH:17]=[CH:16][C:15]([C:10]2[C:9](=[O:23])[C:8]3[C:13](=[CH:14][C:5]([O:4][CH2:3][CH:2]([OH:1])[CH2:24][C:25]4[CH:26]=[CH:27][CH:28]=[CH:29][CH:30]=4)=[CH:6][CH:7]=3)[O:12][CH:11]=2)=[CH:20][CH:19]=1, predict the reactants needed to synthesize it. The reactants are: [OH:1][CH:2]([CH2:24][C:25]1[CH:30]=[CH:29][CH:28]=[CH:27][CH:26]=1)[CH2:3][O:4][C:5]1[CH:14]=[C:13]2[C:8]([C:9](=[O:23])[C:10]([C:15]3[CH:20]=[CH:19][C:18]([O:21]C)=[CH:17][CH:16]=3)=[CH:11][O:12]2)=[CH:7][CH:6]=1.B(Br)(Br)Br.